This data is from Reaction yield outcomes from USPTO patents with 853,638 reactions. The task is: Predict the reaction yield, written as a fraction of the theoretical maximum amount of product (1.0 means a 100% yield; for example, 0.34 means a 34% yield). The reactants are [C:1]([CH:4]([CH2:10][C:11](=O)[C:12]1[CH:17]=[CH:16][CH:15]=[CH:14][CH:13]=1)[C:5]([O:7][CH2:8][CH3:9])=[O:6])(=O)[CH3:2].C([O-])(=O)C.[NH4+:23]. The catalyst is C(O)(=O)C. The product is [CH3:2][C:1]1[NH:23][C:11]([C:12]2[CH:17]=[CH:16][CH:15]=[CH:14][CH:13]=2)=[CH:10][C:4]=1[C:5]([O:7][CH2:8][CH3:9])=[O:6]. The yield is 0.450.